This data is from Forward reaction prediction with 1.9M reactions from USPTO patents (1976-2016). The task is: Predict the product of the given reaction. (1) Given the reactants [F:1][CH:2]([F:17])[C:3]1[N:7]2[CH:8]=[C:9]([N+:14]([O-])=O)[CH:10]=[C:11]([O:12][CH3:13])[C:6]2=[N:5][N:4]=1, predict the reaction product. The product is: [F:17][CH:2]([F:1])[C:3]1[N:7]2[CH:8]=[C:9]([NH2:14])[CH:10]=[C:11]([O:12][CH3:13])[C:6]2=[N:5][N:4]=1. (2) Given the reactants C(N1C=CN=C1)(N1C=CN=C1)=O.[CH3:13][O:14][C:15]1[CH:20]=[CH:19][C:18]([C:21]2[N:26]=[C:25]([C:27](O)=[O:28])[CH:24]=[C:23]([CH3:30])[CH:22]=2)=[C:17]([CH3:31])[C:16]=1[CH:32]1[C:45]2[C:44](=[O:46])[CH2:43][C:42]([CH3:48])([CH3:47])[CH2:41][C:40]=2[O:39][C:38]2[CH2:37][C:36]([CH3:50])([CH3:49])[CH2:35][C:34](=[O:51])[C:33]1=2.[CH3:52][S:53]([NH2:56])(=[O:55])=[O:54].N12CCCN=C1CCCCC2.C(O)(=O)CC(CC(O)=O)(C(O)=O)O, predict the reaction product. The product is: [CH3:13][O:14][C:15]1[CH:20]=[CH:19][C:18]([C:21]2[N:26]=[C:25]([C:27]([NH:56][S:53]([CH3:52])(=[O:55])=[O:54])=[O:28])[CH:24]=[C:23]([CH3:30])[CH:22]=2)=[C:17]([CH3:31])[C:16]=1[CH:32]1[C:33]2[C:34](=[O:51])[CH2:35][C:36]([CH3:49])([CH3:50])[CH2:37][C:38]=2[O:39][C:40]2[CH2:41][C:42]([CH3:48])([CH3:47])[CH2:43][C:44](=[O:46])[C:45]1=2. (3) Given the reactants [F:1][C:2]1[CH:7]=[CH:6][C:5]([C:8]2([CH2:21][O:22][CH:23]([C:25]3[CH:26]=[C:27]([C:35]([F:38])([F:37])[F:36])[CH:28]=[C:29]4[C:33]=3[NH:32][C:31](=[O:34])[CH2:30]4)[CH3:24])[CH2:13][CH2:12][N:11](C(OC(C)(C)C)=O)[CH2:10][CH2:9]2)=[CH:4][CH:3]=1.C(O)(C(F)(F)F)=O, predict the reaction product. The product is: [F:1][C:2]1[CH:7]=[CH:6][C:5]([C:8]2([CH2:21][O:22][CH:23]([C:25]3[CH:26]=[C:27]([C:35]([F:37])([F:36])[F:38])[CH:28]=[C:29]4[C:33]=3[NH:32][C:31](=[O:34])[CH2:30]4)[CH3:24])[CH2:9][CH2:10][NH:11][CH2:12][CH2:13]2)=[CH:4][CH:3]=1. (4) Given the reactants Cl[C:2]1[C:7]([CH3:8])=[CH:6][N:5]=[C:4]([S:9][CH3:10])[N:3]=1.[N:11]1[CH:16]=[CH:15][CH:14]=[C:13](B(O)O)[CH:12]=1.C([O-])([O-])=O.[Na+].[Na+].C1C=CC(P(C2C=CC=CC=2)C2C=CC=CC=2)=CC=1, predict the reaction product. The product is: [CH3:8][C:7]1[C:2]([C:13]2[CH:12]=[N:11][CH:16]=[CH:15][CH:14]=2)=[N:3][C:4]([S:9][CH3:10])=[N:5][CH:6]=1. (5) Given the reactants [CH3:1][O:2][C:3]([CH2:5][C:6]1[CH:11]=[CH:10][C:9]([N:12]2[C:16]([S:17][CH2:18][CH2:19][CH3:20])=[C:15]([C:21]([O:23]C(C)(C)C)=[O:22])[CH:14]=[N:13]2)=[CH:8][CH:7]=1)=[O:4].C(O)(C(F)(F)F)=O, predict the reaction product. The product is: [CH3:1][O:2][C:3]([CH2:5][C:6]1[CH:7]=[CH:8][C:9]([N:12]2[C:16]([S:17][CH2:18][CH2:19][CH3:20])=[C:15]([C:21]([OH:23])=[O:22])[CH:14]=[N:13]2)=[CH:10][CH:11]=1)=[O:4]. (6) Given the reactants CC1C(N=C=O)=CC(N=C=O)=CC=1.C(OCCO)(=O)C(C)=C.[C:23]([C:27]1[CH:32]=[C:31](C)[CH:30]=[C:29](C(C)(C)C)[C:28]=1O)(C)([CH3:25])[CH3:24].C([O-])(=O)CCCCCCCCCCC.C([O-])(=O)CCCCCCCCCCC.C([Sn+2]CCCC)CCC.[N-]=C=O, predict the reaction product. The product is: [CH3:25][C:23]([C:27]1[CH:32]=[CH:31][CH:30]=[CH:29][CH:28]=1)=[CH2:24]. (7) Given the reactants CN(C)/[CH:3]=[CH:4]/[C:5]1[N:10]=[C:9]([S:11][CH3:12])[N:8]=[C:7]2[N:13]([C:18]3[CH:23]=[CH:22][C:21]([S:24][CH3:25])=[CH:20][CH:19]=3)C=[N:15][C:16](=[O:17])[C:6]=12, predict the reaction product. The product is: [CH3:12][S:11][C:9]1[N:8]=[C:7]([NH:13][C:18]2[CH:19]=[CH:20][C:21]([S:24][CH3:25])=[CH:22][CH:23]=2)[C:6]2[C:16](=[O:17])[NH:15][CH:3]=[CH:4][C:5]=2[N:10]=1.